Task: Regression/Classification. Given a drug SMILES string, predict its absorption, distribution, metabolism, or excretion properties. Task type varies by dataset: regression for continuous measurements (e.g., permeability, clearance, half-life) or binary classification for categorical outcomes (e.g., BBB penetration, CYP inhibition). Dataset: cyp2d6_veith.. Dataset: CYP2D6 inhibition data for predicting drug metabolism from PubChem BioAssay (1) The molecule is O=C(O)c1ccc(OCc2ccccc2)c(Cl)c1. The result is 0 (non-inhibitor). (2) The compound is Nc1c(-c2cccs2)cnn1-c1nc(-c2ccc(Cl)cc2Cl)cs1. The result is 0 (non-inhibitor). (3) The result is 0 (non-inhibitor). The molecule is C#CCCCO/N=C1/C[C@@H](O)[C@@H](O)[C@@H]2[C@@H]3C(=O)N(Cc4ccccc4)C(=O)[C@H]3CC[C@@H]12.